Dataset: Full USPTO retrosynthesis dataset with 1.9M reactions from patents (1976-2016). Task: Predict the reactants needed to synthesize the given product. (1) Given the product [Si:20]([O:19][CH2:18][C:17]1[NH:1][C:2]2[C:7]([C:8]([F:11])([F:10])[F:9])=[CH:6][C:5]([C:12]([F:15])([F:14])[F:13])=[CH:4][C:3]=2[N:16]=1)([C:23]([CH3:27])([CH3:24])[CH3:25])([CH3:22])[CH3:21], predict the reactants needed to synthesize it. The reactants are: [NH2:1][C:2]1[C:7]([C:8]([F:11])([F:10])[F:9])=[CH:6][C:5]([C:12]([F:15])([F:14])[F:13])=[CH:4][C:3]=1[NH:16][C:17](=O)[CH2:18][O:19][Si:20]([CH:23]([CH3:25])[CH3:24])([CH3:22])[CH3:21].[CH2:27]1COCC1. (2) The reactants are: [C:1]([O:5][C:6](=[O:26])[NH:7][C@H:8]([C:18]([N:20]1[CH2:24][CH2:23][C@H:22]([F:25])[CH2:21]1)=[O:19])[C@H:9]([CH:11]1[CH2:16][CH2:15][CH:14]([NH2:17])[CH2:13][CH2:12]1)[CH3:10])([CH3:4])([CH3:3])[CH3:2].[F:27][C:28]([F:40])([F:39])[O:29][C:30]1[CH:38]=[CH:37][C:33]([C:34](O)=[O:35])=[CH:32][CH:31]=1.C1C=NC2N(O)N=NC=2C=1.C(N(CC)C(C)C)(C)C.CN(C(ON1N=NC2C=CC=NC1=2)=[N+](C)C)C.F[P-](F)(F)(F)(F)F. Given the product [C:1]([O:5][C:6](=[O:26])[NH:7][C@H:8]([C:18]([N:20]1[CH2:24][CH2:23][C@H:22]([F:25])[CH2:21]1)=[O:19])[C@H:9]([CH:11]1[CH2:16][CH2:15][CH:14]([NH:17][C:34](=[O:35])[C:33]2[CH:37]=[CH:38][C:30]([O:29][C:28]([F:27])([F:39])[F:40])=[CH:31][CH:32]=2)[CH2:13][CH2:12]1)[CH3:10])([CH3:2])([CH3:3])[CH3:4], predict the reactants needed to synthesize it. (3) The reactants are: [O:1]=[C:2]1[CH:11]=[CH:10][C:9]2[C:4](=[CH:5][CH:6]=[C:7]([C:12]([F:15])([F:14])[F:13])[CH:8]=2)[N:3]1[CH2:16][C:17](O)=[O:18].[NH2:20][C:21]1[S:25][CH:24]=[C:23]([C:26]#[N:27])[C:22]=1[N:28]1[N:32]=[CH:31][CH:30]=[N:29]1. Given the product [C:26]([C:23]1[C:22]([N:28]2[N:32]=[CH:31][CH:30]=[N:29]2)=[C:21]([NH:20][C:17](=[O:18])[CH2:16][N:3]2[C:4]3[C:9](=[CH:8][C:7]([C:12]([F:15])([F:14])[F:13])=[CH:6][CH:5]=3)[CH:10]=[CH:11][C:2]2=[O:1])[S:25][CH:24]=1)#[N:27], predict the reactants needed to synthesize it. (4) The reactants are: [CH3:1][C:2]1[CH:3]=[CH:4][C:5]([C:21]([NH:23][C:24]2[CH:25]=[C:26]([C:36]([F:39])([F:38])[F:37])[CH:27]=[C:28]([N:30]3[CH:34]=[N:33][C:32]([CH3:35])=[CH:31]3)[CH:29]=2)=[O:22])=[CH:6][C:7]=1[NH:8][C:9]1[N:10]=[CH:11][CH:12]=[C:13]([C:15]2[CH:16]=[CH:17][CH:18]=[N:19][CH:20]=2)[N:14]=1.[C:40]([OH:57])(=[O:56])[CH2:41][CH2:42][CH2:43][CH2:44][CH2:45][CH2:46][CH2:47][CH2:48][CH2:49][CH2:50][CH2:51][CH2:52][CH2:53][CH2:54][CH3:55]. Given the product [CH3:1][C:2]1[CH:3]=[CH:4][C:5]([C:21]([NH:23][C:24]2[CH:25]=[C:26]([C:36]([F:38])([F:39])[F:37])[CH:27]=[C:28]([N:30]3[CH:34]=[N:33][C:32]([CH3:35])=[CH:31]3)[CH:29]=2)=[O:22])=[CH:6][C:7]=1[NH:8][C:9]1[N:10]=[CH:11][CH:12]=[C:13]([C:15]2[CH:16]=[CH:17][CH:18]=[N:19][CH:20]=2)[N:14]=1.[C:40]([O-:57])(=[O:56])[CH2:41][CH2:42][CH2:43][CH2:44][CH2:45][CH2:46][CH2:47][CH2:48][CH2:49][CH2:50][CH2:51][CH2:52][CH2:53][CH2:54][CH3:55], predict the reactants needed to synthesize it. (5) Given the product [C:1]([O:5][C:6]([NH:8][C@H:9]([C:12]([O:14][CH3:15])=[O:13])[CH2:10][CH:29]([C:24]1[CH:25]=[CH:26][CH:27]=[CH:28][C:23]=1[CH3:22])[C:30](=[O:32])[CH3:31])=[O:7])([CH3:4])([CH3:3])[CH3:2], predict the reactants needed to synthesize it. The reactants are: [C:1]([O:5][C:6]([NH:8][C@@H:9]([C:12]([O:14][CH3:15])=[O:13])[CH2:10]I)=[O:7])([CH3:4])([CH3:3])[CH3:2].C(=O)([O-])[O-].[Cs+].[Cs+].[CH3:22][C:23]1[CH:28]=[CH:27][CH:26]=[CH:25][C:24]=1[CH2:29][C:30](=[O:32])[CH3:31]. (6) The reactants are: CS(O[CH2:6][CH2:7][CH2:8][CH2:9][CH2:10][CH2:11][CH2:12][CH2:13]/[CH:14]=[CH:15]\[CH2:16]/[CH:17]=[CH:18]\[CH2:19][CH2:20][CH2:21][CH2:22][CH3:23])(=O)=O.[Br-:24].[Mg+2].[Br-].O. Given the product [CH2:6]([Br:24])[CH2:7][CH2:8][CH2:9][CH2:10][CH2:11][CH2:12][CH2:13]/[CH:14]=[CH:15]\[CH2:16]/[CH:17]=[CH:18]\[CH2:19][CH2:20][CH2:21][CH2:22][CH3:23], predict the reactants needed to synthesize it. (7) Given the product [CH2:54]([NH+:57]([CH2:16][CH3:15])[CH2:61][CH3:60])[CH3:55].[OH:20][P:17]([CH2:16][C:15](=[O:23])[C:10]1[CH:11]=[CH:12][CH:13]=[CH:14][C:9]=1[OH:8])([O:18][CH2:19][C@H:52]1[O:53][C@@H:54]([N:57]2[C:61]3[N:62]=[CH:63][N:64]=[C:65]([NH2:66])[C:60]=3[N:59]=[CH:58]2)[C@H:55]([OH:56])[C@@H:51]1[OH:50])=[O:22], predict the reactants needed to synthesize it. The reactants are: C([O:8][C:9]1[CH:14]=[CH:13][CH:12]=[CH:11][C:10]=1[C:15](=[O:23])[CH2:16][P:17](=[O:22])([O:20]C)[O:18][CH3:19])C1C=CC=CC=1.C[Si](Br)(C)C.CC(C1C=C(C(C)C)C(S(Cl)(=O)=O)=C(C(C)C)C=1)C.CC1(C)[O:56][C@@H:55]2[C@@H:51]([C@@H:52](CO)[O:53][C@H:54]2[N:57]2[C:61]3[N:62]=[CH:63][N:64]=[C:65]([NH2:66])[C:60]=3[N:59]=[CH:58]2)[O:50]1. (8) Given the product [CH2:1]([N:5]1[C:9]([CH2:10][N:11]([CH2:17][C:18]2[CH:19]=[C:20]3[C:24](=[CH:25][CH:26]=2)[NH:23][CH:22]=[C:21]3[Cl:42])[CH2:12][CH2:13][CH:14]([CH3:15])[CH3:16])=[C:8]([Cl:27])[N:7]=[C:6]1[C:28]1[CH:33]=[CH:32][CH:31]=[CH:30][C:29]=1[CH3:34])[CH2:2][CH2:3][CH3:4], predict the reactants needed to synthesize it. The reactants are: [CH2:1]([N:5]1[C:9]([CH2:10][N:11]([CH2:17][C:18]2[CH:19]=[C:20]3[C:24](=[CH:25][CH:26]=2)[NH:23][CH:22]=[CH:21]3)[CH2:12][CH2:13][CH:14]([CH3:16])[CH3:15])=[C:8]([Cl:27])[N:7]=[C:6]1[C:28]1[CH:33]=[CH:32][CH:31]=[CH:30][C:29]=1[CH3:34])[CH2:2][CH2:3][CH3:4].C1C(=O)N([Cl:42])C(=O)C1.